This data is from Peptide-MHC class I binding affinity with 185,985 pairs from IEDB/IMGT. The task is: Regression. Given a peptide amino acid sequence and an MHC pseudo amino acid sequence, predict their binding affinity value. This is MHC class I binding data. The peptide sequence is KIRLRPGGK. The MHC is HLA-B53:01 with pseudo-sequence HLA-B53:01. The binding affinity (normalized) is 0.145.